This data is from Forward reaction prediction with 1.9M reactions from USPTO patents (1976-2016). The task is: Predict the product of the given reaction. Given the reactants [C:1]([O:5][C:6]([N:8]1[CH2:13][CH2:12][N:11](C(OCC2C=CC=CC=2)=O)[CH2:10][C@@H:9]1[CH2:24][C:25]([O:27][CH3:28])=[O:26])=[O:7])([CH3:4])([CH3:3])[CH3:2], predict the reaction product. The product is: [C:1]([O:5][C:6]([N:8]1[CH2:13][CH2:12][NH:11][CH2:10][C@@H:9]1[CH2:24][C:25]([O:27][CH3:28])=[O:26])=[O:7])([CH3:4])([CH3:3])[CH3:2].